This data is from Full USPTO retrosynthesis dataset with 1.9M reactions from patents (1976-2016). The task is: Predict the reactants needed to synthesize the given product. (1) Given the product [F:18][C:15]1[CH:14]=[CH:13][C:12]([C:7]2[N:8]=[C:9]([CH3:11])[S:10][C:6]=2[C:4]([OH:5])=[O:3])=[CH:17][CH:16]=1, predict the reactants needed to synthesize it. The reactants are: C([O:3][C:4]([C:6]1[S:10][C:9]([CH3:11])=[N:8][C:7]=1[C:12]1[CH:17]=[CH:16][C:15]([F:18])=[CH:14][CH:13]=1)=[O:5])C.COC(C1N=C(N(C)C)SC=1C1C=CC=C(OC)C=1)=O. (2) Given the product [CH:11]([C:2]1[CH:10]=[CH:9][C:5]2=[N:6][O:7][N:8]=[C:4]2[CH:3]=1)=[CH2:12], predict the reactants needed to synthesize it. The reactants are: Br[C:2]1[CH:10]=[CH:9][C:5]2=[N:6][O:7][N:8]=[C:4]2[CH:3]=1.[CH:11]([B-](F)(F)F)=[CH2:12].[K+]. (3) Given the product [CH2:25]([O:24][C:22]([C:21]1[C:27](=[O:28])[N:15]2[C:16]([S:17][C:11]3[CH2:10][N:9]([C:6]4[CH:5]=[CH:4][C:3]([C:2]([F:19])([F:1])[F:20])=[CH:8][N:7]=4)[CH2:14][CH2:13][C:12]=32)=[N:18][C:32]=1[OH:33])=[O:23])[CH3:26], predict the reactants needed to synthesize it. The reactants are: [F:1][C:2]([F:20])([F:19])[C:3]1[CH:4]=[CH:5][C:6]([N:9]2[CH2:14][CH2:13][C:12]3[N:15]=[C:16]([NH2:18])[S:17][C:11]=3[CH2:10]2)=[N:7][CH:8]=1.[CH:21]([C:32](OCC)=[O:33])([C:27](OCC)=[O:28])[C:22]([O:24][CH2:25][CH3:26])=[O:23]. (4) Given the product [Si:13]([O:30][CH2:31][C:32]1[C:37]([N:38]2[CH2:39][C@H:40]([CH3:45])[O:41][C@H:42]([CH3:44])[CH2:43]2)=[C:36]([Cl:47])[C:35]([F:46])=[CH:34][N:33]=1)([C:26]([CH3:27])([CH3:29])[CH3:28])([C:14]1[CH:15]=[CH:16][CH:17]=[CH:18][CH:19]=1)[C:20]1[CH:25]=[CH:24][CH:23]=[CH:22][CH:21]=1, predict the reactants needed to synthesize it. The reactants are: C(NC(C)C)(C)C.C([Li])CCC.[Si:13]([O:30][CH2:31][C:32]1[C:37]([N:38]2[CH2:43][C@H:42]([CH3:44])[O:41][C@H:40]([CH3:45])[CH2:39]2)=[CH:36][C:35]([F:46])=[CH:34][N:33]=1)([C:26]([CH3:29])([CH3:28])[CH3:27])([C:20]1[CH:25]=[CH:24][CH:23]=[CH:22][CH:21]=1)[C:14]1[CH:19]=[CH:18][CH:17]=[CH:16][CH:15]=1.[Cl:47]C(Cl)(Cl)C(Cl)(Cl)Cl. (5) Given the product [Cl:16][C:17]1[CH:18]=[C:19]([C@H:20]([N:69]2[C:70](=[O:77])[C:71]3[C:76](=[CH:75][CH:74]=[CH:73][CH:72]=3)[C:68]2=[O:78])[C@H:22]2[CH2:26][CH2:25][CH2:24][N:23]2[C:27]([O:29][C:30]([CH3:33])([CH3:32])[CH3:31])=[O:28])[CH:34]=[CH:35][C:36]=1[Cl:37], predict the reactants needed to synthesize it. The reactants are: C(OC(N1CCC[C@@H]1C(O)=O)=O)(C)(C)C.[Cl:16][C:17]1[CH:18]=[C:19]([CH:34]=[CH:35][C:36]=1[Cl:37])[C:20]([C@H:22]1[CH2:26][CH2:25][CH2:24][N:23]1[C:27]([O:29][C:30]([CH3:33])([CH3:32])[CH3:31])=[O:28])=O.BrC1C=CC(Cl)=C(Cl)C=1.CB1N2CCC[C@@H]2C(C2C=CC=CC=2)(C2C=CC=CC=2)O1.[C:68]1(=[O:78])[C:76]2[C:71](=[CH:72][CH:73]=[CH:74][CH:75]=2)[C:70](=[O:77])[NH:69]1. (6) Given the product [CH2:10]([Sn:5]([CH2:6][CH2:7][CH2:8][CH3:9])([CH2:1][CH2:2][CH2:3][CH3:4])[C:14]1[N:18]=[N:17][N:16]([CH2:19][CH2:20][CH2:21][OH:22])[CH:15]=1)[CH2:11][CH2:12][CH3:13], predict the reactants needed to synthesize it. The reactants are: [CH2:1]([Sn:5]([C:14]#[CH:15])([CH2:10][CH2:11][CH2:12][CH3:13])[CH2:6][CH2:7][CH2:8][CH3:9])[CH2:2][CH2:3][CH3:4].[N:16]([CH2:19][CH2:20][CH2:21][OH:22])=[N+:17]=[N-:18]. (7) Given the product [N:23]1[CH:24]=[CH:25][CH:26]=[CH:27][C:22]=1[C:21]1[N:16]2[N:17]=[CH:18][CH:19]=[CH:20][C:15]2=[N:14][C:13]=1[CH:11]([NH2:10])[CH3:12], predict the reactants needed to synthesize it. The reactants are: C(OC(=O)[NH:10][CH:11]([C:13]1[N:14]=[C:15]2[CH:20]=[CH:19][CH:18]=[N:17][N:16]2[C:21]=1[C:22]1[CH:27]=[CH:26][CH:25]=[CH:24][N:23]=1)[CH3:12])C1C=CC=CC=1.CSC.